Dataset: Catalyst prediction with 721,799 reactions and 888 catalyst types from USPTO. Task: Predict which catalyst facilitates the given reaction. (1) Reactant: C([O:3][C:4]([C:6]1[NH:7][C:8]2[C:13]([CH:14]=1)=[C:12]([O:15][C:16]1[CH:21]=[C:20]([F:22])[CH:19]=[C:18]([F:23])[CH:17]=1)[CH:11]=[CH:10][CH:9]=2)=[O:5])C.[Li+].[OH-]. Product: [F:23][C:18]1[CH:17]=[C:16]([CH:21]=[C:20]([F:22])[CH:19]=1)[O:15][C:12]1[CH:11]=[CH:10][CH:9]=[C:8]2[C:13]=1[CH:14]=[C:6]([C:4]([OH:5])=[O:3])[NH:7]2. The catalyst class is: 24. (2) Reactant: [Br:1][C:2]1[CH:3]=[CH:4][C:5]([S:9]([CH3:12])(=[O:11])=[O:10])=[C:6]([NH2:8])[CH:7]=1.[C:13](Cl)(=[O:15])[CH3:14].C(OCC)C. Product: [Br:1][C:2]1[CH:3]=[CH:4][C:5]([S:9]([CH3:12])(=[O:11])=[O:10])=[C:6]([NH:8][C:13](=[O:15])[CH3:14])[CH:7]=1. The catalyst class is: 253. (3) Reactant: [Cl:1][C:2]1[C:3]([F:23])=[C:4]([NH:9][C:10]2[C:19]3[C:14](=[CH:15][C:16]([O:21][CH3:22])=[C:17]([OH:20])[CH:18]=3)[N:13]=[CH:12][N:11]=2)[CH:5]=[CH:6][C:7]=1[Cl:8].CC1C=CC(S(O[CH:35]2[CH2:40][CH2:39][N:38]([C:41](=[O:44])[CH:42]=[CH2:43])[CH2:37][CH2:36]2)(=O)=O)=CC=1.C([O-])([O-])=O.[K+].[K+]. Product: [Cl:1][C:2]1[C:3]([F:23])=[C:4]([NH:9][C:10]2[C:19]3[C:14](=[CH:15][C:16]([O:21][CH3:22])=[C:17]([O:20][CH:35]4[CH2:40][CH2:39][N:38]([C:41](=[O:44])[CH:42]=[CH2:43])[CH2:37][CH2:36]4)[CH:18]=3)[N:13]=[CH:12][N:11]=2)[CH:5]=[CH:6][C:7]=1[Cl:8]. The catalyst class is: 44. (4) Reactant: [OH:1][C:2]1[CH:7]=[CH:6][C:5]([S:8](Cl)(=[O:10])=[O:9])=[CH:4][C:3]=1[N+:12]([O-:14])=[O:13].[CH3:15][NH2:16]. Product: [OH:1][C:2]1[CH:7]=[CH:6][C:5]([S:8]([NH:16][CH3:15])(=[O:10])=[O:9])=[CH:4][C:3]=1[N+:12]([O-:14])=[O:13]. The catalyst class is: 251. (5) Reactant: Cl[C:2]1[CH:7]=[C:6]([C:8]2[CH:13]=[CH:12][CH:11]=[C:10]([Cl:14])[C:9]=2[CH3:15])[N:5]=[C:4]([NH2:16])[N:3]=1.[NH2:17][CH2:18][CH2:19][CH2:20][N:21]1[CH2:25][CH2:24][CH2:23][C:22]1=[O:26]. Product: [NH2:16][C:4]1[N:3]=[C:2]([NH:17][CH2:18][CH2:19][CH2:20][N:21]2[CH2:25][CH2:24][CH2:23][C:22]2=[O:26])[CH:7]=[C:6]([C:8]2[CH:13]=[CH:12][CH:11]=[C:10]([Cl:14])[C:9]=2[CH3:15])[N:5]=1. The catalyst class is: 51. (6) Reactant: [OH:1][CH:2]([CH3:10])/[CH:3]=[CH:4]/[C:5]([O:7][CH2:8][CH3:9])=[O:6].[CH2:11]([O:13][P:14](Cl)([O:16][CH2:17][CH3:18])=[O:15])[CH3:12]. Product: [CH2:11]([O:13][P:14]([O:16][CH2:17][CH3:18])([O:1][CH:2]([CH3:10])/[CH:3]=[CH:4]/[C:5]([O:7][CH2:8][CH3:9])=[O:6])=[O:15])[CH3:12]. The catalyst class is: 17.